Dataset: Catalyst prediction with 721,799 reactions and 888 catalyst types from USPTO. Task: Predict which catalyst facilitates the given reaction. (1) Reactant: C([O-])(=O)C.[NH4+:5].[CH3:6][C:7](=O)[C:8](=O)[CH3:9].[Br:12][C:13]1[CH:20]=[CH:19][C:16]([CH:17]=O)=[CH:15][CH:14]=1.[OH-].[NH4+:22]. Product: [Br:12][C:13]1[CH:20]=[CH:19][C:16]([C:17]2[NH:5][C:8]([CH3:9])=[C:7]([CH3:6])[N:22]=2)=[CH:15][CH:14]=1. The catalyst class is: 86. (2) Reactant: [OH:1][C:2]1[C:3]([C:29]2[CH:34]=[CH:33][C:32]([CH3:35])=[CH:31][CH:30]=2)=[C:4]2[C:9](=[CH:10][CH:11]=1)[CH:8]=[C:7]([CH2:12][NH:13][C:14]([C:16]1[C:20]3[CH:21]=[CH:22][CH:23]=[CH:24][C:19]=3[O:18][C:17]=1[CH2:25][CH2:26][CH2:27][CH3:28])=[O:15])[CH:6]=[CH:5]2.Br[CH2:37][C:38]#[N:39].C(=O)([O-])[O-].[K+].[K+]. Product: [C:38]([CH2:37][O:1][C:2]1[C:3]([C:29]2[CH:30]=[CH:31][C:32]([CH3:35])=[CH:33][CH:34]=2)=[C:4]2[C:9](=[CH:10][CH:11]=1)[CH:8]=[C:7]([CH2:12][NH:13][C:14]([C:16]1[C:20]3[CH:21]=[CH:22][CH:23]=[CH:24][C:19]=3[O:18][C:17]=1[CH2:25][CH2:26][CH2:27][CH3:28])=[O:15])[CH:6]=[CH:5]2)#[N:39]. The catalyst class is: 39. (3) Reactant: [CH:1]([N:4]1[C:8]([N:9]2[N:18]=[C:17]3[C:11]([CH2:12][CH2:13][O:14][C:15]4[CH:22]=[C:21]([C:23]5[CH:24]=[N:25][N:26]([CH2:28][CH2:29][O:30]C6CCCCO6)[CH:27]=5)[CH:20]=[CH:19][C:16]=43)=[CH:10]2)=[N:7][CH:6]=[N:5]1)([CH3:3])[CH3:2].Cl.CO. Product: [CH:1]([N:4]1[C:8]([N:9]2[N:18]=[C:17]3[C:11]([CH2:12][CH2:13][O:14][C:15]4[CH:22]=[C:21]([C:23]5[CH:24]=[N:25][N:26]([CH2:28][CH2:29][OH:30])[CH:27]=5)[CH:20]=[CH:19][C:16]=43)=[CH:10]2)=[N:7][CH:6]=[N:5]1)([CH3:3])[CH3:2]. The catalyst class is: 27.